Dataset: Merck oncology drug combination screen with 23,052 pairs across 39 cell lines. Task: Regression. Given two drug SMILES strings and cell line genomic features, predict the synergy score measuring deviation from expected non-interaction effect. (1) Drug 1: CN(C)C(=N)N=C(N)N. Drug 2: CS(=O)(=O)CCNCc1ccc(-c2ccc3ncnc(Nc4ccc(OCc5cccc(F)c5)c(Cl)c4)c3c2)o1. Cell line: DLD1. Synergy scores: synergy=1.85. (2) Drug 1: N#Cc1ccc(Cn2cncc2CN2CCN(c3cccc(Cl)c3)C(=O)C2)cc1. Drug 2: Cn1cc(-c2cnn3c(N)c(Br)c(C4CCCNC4)nc23)cn1. Cell line: EFM192B. Synergy scores: synergy=7.97. (3) Drug 1: CN(Cc1cnc2nc(N)nc(N)c2n1)c1ccc(C(=O)NC(CCC(=O)O)C(=O)O)cc1. Drug 2: NC(=O)c1cccc2cn(-c3ccc(C4CCCNC4)cc3)nc12. Cell line: UWB1289. Synergy scores: synergy=0.528. (4) Drug 1: Cn1nnc2c(C(N)=O)ncn2c1=O. Drug 2: Cn1cc(-c2cnn3c(N)c(Br)c(C4CCCNC4)nc23)cn1. Cell line: PA1. Synergy scores: synergy=10.1. (5) Drug 1: CN(Cc1cnc2nc(N)nc(N)c2n1)c1ccc(C(=O)NC(CCC(=O)O)C(=O)O)cc1. Drug 2: O=C(O)C1(Cc2cccc(Nc3nccs3)n2)CCC(Oc2cccc(Cl)c2F)CC1. Cell line: SKMEL30. Synergy scores: synergy=9.92. (6) Drug 1: COc1cc(C2c3cc4c(cc3C(OC3OC5COC(C)OC5C(O)C3O)C3COC(=O)C23)OCO4)cc(OC)c1O. Drug 2: NC1(c2ccc(-c3nc4ccn5c(=O)[nH]nc5c4cc3-c3ccccc3)cc2)CCC1. Cell line: MDAMB436. Synergy scores: synergy=34.5. (7) Drug 1: CN(Cc1cnc2nc(N)nc(N)c2n1)c1ccc(C(=O)NC(CCC(=O)O)C(=O)O)cc1. Drug 2: NC1(c2ccc(-c3nc4ccn5c(=O)[nH]nc5c4cc3-c3ccccc3)cc2)CCC1. Cell line: UACC62. Synergy scores: synergy=13.1.